Dataset: Peptide-MHC class I binding affinity with 185,985 pairs from IEDB/IMGT. Task: Regression. Given a peptide amino acid sequence and an MHC pseudo amino acid sequence, predict their binding affinity value. This is MHC class I binding data. (1) The peptide sequence is RWFWFCLLLLA. The MHC is Patr-A0901 with pseudo-sequence Patr-A0901. The binding affinity (normalized) is 0.619. (2) The peptide sequence is RMYNPTNI. The MHC is Mamu-B03 with pseudo-sequence Mamu-B03. The binding affinity (normalized) is 0.313. (3) The peptide sequence is VLLLFLLLA. The MHC is HLA-A02:06 with pseudo-sequence HLA-A02:06. The binding affinity (normalized) is 0.204. (4) The peptide sequence is RPNHTIKGSF. The MHC is HLA-B54:01 with pseudo-sequence HLA-B54:01. The binding affinity (normalized) is 0.